The task is: Predict which catalyst facilitates the given reaction.. This data is from Catalyst prediction with 721,799 reactions and 888 catalyst types from USPTO. (1) Reactant: FC(F)(F)C(O)=O.[CH:8]([C:11]1[CH:18]=[CH:17][CH:16]=[CH:15][C:12]=1[CH:13]=[O:14])([CH3:10])[CH3:9].[Br:19]NC(=O)CCC(N)=O. Product: [Br:19][C:16]1[CH:17]=[CH:18][C:11]([CH:8]([CH3:10])[CH3:9])=[C:12]([CH:15]=1)[CH:13]=[O:14]. The catalyst class is: 65. (2) Reactant: [C:1]([C:3]1[CH:8]=[CH:7][C:6]([NH:9][CH:10]([C:16]2[CH:21]=[C:20]([CH:22]=[CH2:23])[CH:19]=[C:18]([O:24][CH3:25])[CH:17]=2)[C:11]([O:13][CH2:14][CH3:15])=[O:12])=[CH:5][CH:4]=1)#[N:2].C1COCC1. Product: [C:1]([C:3]1[CH:8]=[CH:7][C:6]([NH:9][CH:10]([C:16]2[CH:17]=[C:18]([O:24][CH3:25])[CH:19]=[C:20]([CH2:22][CH3:23])[CH:21]=2)[C:11]([O:13][CH2:14][CH3:15])=[O:12])=[CH:5][CH:4]=1)#[N:2]. The catalyst class is: 50. (3) Reactant: [Cl:1][C:2]1[C:3]([CH3:31])=[C:4]([N:8]([S:21]([C:24]2[CH:29]=[CH:28][C:27]([CH3:30])=[CH:26][CH:25]=2)(=[O:23])=[O:22])[CH2:9][C:10]([NH:12][CH2:13][C:14]2[CH:19]=[CH:18][C:17]([OH:20])=[CH:16][CH:15]=2)=[O:11])[CH:5]=[CH:6][CH:7]=1.C(=O)([O-])[O-].[K+].[K+].Br[CH2:39][C:40]([O:42][CH2:43][CH3:44])=[O:41].O. Product: [Cl:1][C:2]1[C:3]([CH3:31])=[C:4]([N:8]([S:21]([C:24]2[CH:25]=[CH:26][C:27]([CH3:30])=[CH:28][CH:29]=2)(=[O:22])=[O:23])[CH2:9][C:10]([NH:12][CH2:13][C:14]2[CH:19]=[CH:18][C:17]([O:20][CH2:39][C:40]([O:42][CH2:43][CH3:44])=[O:41])=[CH:16][CH:15]=2)=[O:11])[CH:5]=[CH:6][CH:7]=1. The catalyst class is: 3. (4) Reactant: [CH3:1][O:2][C:3]1[CH:12]=[C:11]2[C:6]([C:7]([CH3:14])=[CH:8][C:9](=[O:13])[NH:10]2)=[CH:5][CH:4]=1.[I-].[Na+].[H-].[Li+].Br[CH2:20][CH2:21][CH:22]1[O:26][CH2:25][CH2:24][O:23]1. Product: [O:23]1[CH2:24][CH2:25][O:26][CH:22]1[CH2:21][CH2:20][N:10]1[C:11]2[C:6](=[CH:5][CH:4]=[C:3]([O:2][CH3:1])[CH:12]=2)[C:7]([CH3:14])=[CH:8][C:9]1=[O:13]. The catalyst class is: 9. (5) Reactant: [C:9](O[C:9]([O:11][C:12]([CH3:15])([CH3:14])[CH3:13])=[O:10])([O:11][C:12]([CH3:15])([CH3:14])[CH3:13])=[O:10].[CH3:16][C:17]1[CH:22]=[CH:21][C:20]([S:23]([O:26][C@@H:27]2[CH2:31][NH:30][C@@H:29]3[C@@H:32]([OH:35])[CH2:33][O:34][C@H:28]23)(=[O:25])=[O:24])=[CH:19][CH:18]=1. Product: [OH:35][C@@H:32]1[C@H:29]2[N:30]([C:9]([O:11][C:12]([CH3:13])([CH3:14])[CH3:15])=[O:10])[CH2:31][C@@H:27]([O:26][S:23]([C:20]3[CH:21]=[CH:22][C:17]([CH3:16])=[CH:18][CH:19]=3)(=[O:25])=[O:24])[C@H:28]2[O:34][CH2:33]1. The catalyst class is: 13. (6) Reactant: [CH3:1][C:2]([C:4]1[CH:5]=[CH:6][C:7]([OH:11])=[CH:8][C:9]=1[OH:10])=O.Cl.[NH2:13][OH:14].C([O-])(=O)C.[Na+]. Product: [OH:10][C:9]1[CH:8]=[C:7]([OH:11])[CH:6]=[CH:5][C:4]=1[C:2](=[N:13][OH:14])[CH3:1]. The catalyst class is: 127. (7) Reactant: F[C:2]1[CH:11]=[CH:10][C:9]2[CH:12]=[CH:13][C:14](=[O:15])[N:7]3[C:8]=2[C:3]=1[CH:4](C=O)[CH2:5][CH2:6]3.C[O-:19].[Na+].[CH:21](OCC)=[O:22]. Product: [CH3:21][O:22][C:2]1[CH:11]=[CH:10][C:9]2[CH:12]=[CH:13][C:14](=[O:15])[N:7]3[C:8]=2[C:3]=1[C:4](=[O:19])[CH2:5][CH2:6]3. The catalyst class is: 4. (8) The catalyst class is: 352. Reactant: C([O:8][C@H:9]([CH3:26])[C:10]([NH:12][CH:13]1[CH2:18][CH2:17][N:16]([C:19]([O:21][C:22]([CH3:25])([CH3:24])[CH3:23])=[O:20])[CH2:15][CH2:14]1)=[O:11])C1C=CC=CC=1. Product: [OH:8][C@H:9]([CH3:26])[C:10]([NH:12][CH:13]1[CH2:18][CH2:17][N:16]([C:19]([O:21][C:22]([CH3:25])([CH3:24])[CH3:23])=[O:20])[CH2:15][CH2:14]1)=[O:11].